Dataset: Forward reaction prediction with 1.9M reactions from USPTO patents (1976-2016). Task: Predict the product of the given reaction. The product is: [OH:31][C:24]12[CH2:29][CH:28]3[CH2:27][CH:26]([CH2:30][CH:22]([CH:21]3[NH:20][C:11](=[O:13])[C:10]3[CH:9]=[CH:8][C:7]([O:6][CH2:5][S:2]([CH3:1])(=[O:3])=[O:4])=[CH:15][CH:14]=3)[CH2:23]1)[CH2:25]2. Given the reactants [CH3:1][S:2]([CH2:5][O:6][C:7]1[CH:15]=[CH:14][C:10]([C:11]([OH:13])=O)=[CH:9][CH:8]=1)(=[O:4])=[O:3].S(Cl)(Cl)=O.[NH2:20][CH:21]1[CH:28]2[CH2:29][C:24]3([OH:31])[CH2:25][CH:26]([CH2:30][CH:22]1[CH2:23]3)[CH2:27]2, predict the reaction product.